From a dataset of Reaction yield outcomes from USPTO patents with 853,638 reactions. Predict the reaction yield, written as a fraction of the theoretical maximum amount of product (1.0 means a 100% yield; for example, 0.34 means a 34% yield). (1) The reactants are [Cl:1][C:2]1[CH:3]=[CH:4][C:5]([O:17][CH3:18])=[C:6]([C:8]2[CH:12]3[CH2:13][CH2:14][CH2:15][O:16][CH:11]3[O:10][N:9]=2)[CH:7]=1. The catalyst is Cl.O. The product is [Cl:1][C:2]1[CH:3]=[CH:4][C:5]([O:17][CH3:18])=[C:6]([C:8]2[C:12]([CH2:13][CH2:14][CH2:15][OH:16])=[CH:11][O:10][N:9]=2)[CH:7]=1. The yield is 0.680. (2) The reactants are [NH2:1][C:2]1[S:3][C:4]([C:10]2[CH:15]=[CH:14][C:13]([F:16])=[CH:12][CH:11]=2)=[CH:5][C:6]=1[C:7]([NH2:9])=[O:8].N1C=CC=CC=1.[C:23](Cl)(=[O:25])[CH3:24]. The catalyst is O. The product is [C:23]([NH:1][C:2]1[S:3][C:4]([C:10]2[CH:15]=[CH:14][C:13]([F:16])=[CH:12][CH:11]=2)=[CH:5][C:6]=1[C:7]([NH2:9])=[O:8])(=[O:25])[CH3:24]. The yield is 0.900. (3) The reactants are [C:1]([O:5][C:6]([N:8]([C:16]1[CH:17]=[N:18][CH:19]=[CH:20][C:21]=1[N:22]1[CH2:27][C@H:26]([CH3:28])[C@@H:25]([OH:29])[C@H:24]([NH:30][C:31]([O:33][C:34]([CH3:37])([CH3:36])[CH3:35])=[O:32])[CH2:23]1)[C:9](=[O:15])[O:10][C:11]([CH3:14])([CH3:13])[CH3:12])=[O:7])([CH3:4])([CH3:3])[CH3:2].[CH3:38][S:39](Cl)(=[O:41])=[O:40]. The catalyst is C(Cl)Cl. The product is [CH3:38][S:39]([O:29][C@@H:25]1[C@@H:26]([CH3:28])[CH2:27][N:22]([C:21]2[CH:20]=[CH:19][N:18]=[CH:17][C:16]=2[N:8]([C:9]([O:10][C:11]([CH3:14])([CH3:13])[CH3:12])=[O:15])[C:6]([O:5][C:1]([CH3:2])([CH3:3])[CH3:4])=[O:7])[CH2:23][C@H:24]1[NH:30][C:31]([O:33][C:34]([CH3:36])([CH3:35])[CH3:37])=[O:32])(=[O:41])=[O:40]. The yield is 0.990. (4) The reactants are [NH:1]1[CH2:6][CH:5]=[C:4]([C:7]2[CH:19]=[CH:18][C:10]([CH2:11][C@@H:12]([C:14]([O:16][CH3:17])=[O:15])[NH2:13])=[CH:9][CH:8]=2)[CH2:3][CH2:2]1.C(N(C(C)C)CC)(C)C.[F:29][C:30]1[CH:38]=[CH:37][C:33]([C:34](Cl)=[O:35])=[CH:32][CH:31]=1. The catalyst is C(Cl)Cl. The product is [CH3:17][O:16][C:14](=[O:15])[C@H:12]([CH2:11][C:10]1[CH:18]=[CH:19][C:7]([C:4]2[CH2:5][CH2:6][N:1]([C:34](=[O:35])[C:33]3[CH:37]=[CH:38][C:30]([F:29])=[CH:31][CH:32]=3)[CH2:2][CH:3]=2)=[CH:8][CH:9]=1)[NH2:13]. The yield is 0.470.